Dataset: Ames mutagenicity test results for genotoxicity prediction. Task: Regression/Classification. Given a drug SMILES string, predict its toxicity properties. Task type varies by dataset: regression for continuous values (e.g., LD50, hERG inhibition percentage) or binary classification for toxic/non-toxic outcomes (e.g., AMES mutagenicity, cardiotoxicity, hepatotoxicity). Dataset: ames. (1) The drug is O=C1OC(C(O)CO)C(O)=C1O. The result is 0 (non-mutagenic). (2) The drug is N=P(O)(O)N(CCCl)CCCl. The result is 1 (mutagenic). (3) The compound is CC12C=CC3=C4CCC(=O)CC4=CCC3C1CCC2O. The result is 0 (non-mutagenic). (4) The drug is CC(C)c1cc(N)cc([N+](=O)[O-])c1N. The result is 0 (non-mutagenic). (5) The compound is CCCCCCCCCCCC(=O)OCCS(=O)(=O)O. The result is 0 (non-mutagenic).